Dataset: Catalyst prediction with 721,799 reactions and 888 catalyst types from USPTO. Task: Predict which catalyst facilitates the given reaction. Reactant: Cl.[NH2:2][C:3]([CH3:9])([CH3:8])[C:4]([O:6][CH3:7])=[O:5].C(N(C(C)C)C(C)C)C.[C:19]([C:22]1[N:27]=[C:26]([C:28]2[CH:33]=[CH:32][C:31]([C:34]3[CH:39]=[CH:38][C:37]([CH2:40][C:41](O)=[O:42])=[CH:36][C:35]=3[Cl:44])=[CH:30][CH:29]=2)[C:25]([CH3:45])=[N:24][C:23]=1[CH3:46])(=[O:21])[NH2:20].Cl.CN(C)CCCN=C=NCC.N1(O)C2C=CC=CC=2N=N1. Product: [C:19]([C:22]1[N:27]=[C:26]([C:28]2[CH:33]=[CH:32][C:31]([C:34]3[CH:39]=[CH:38][C:37]([CH2:40][C:41]([NH:2][C:3]([CH3:9])([CH3:8])[C:4]([O:6][CH3:7])=[O:5])=[O:42])=[CH:36][C:35]=3[Cl:44])=[CH:30][CH:29]=2)[C:25]([CH3:45])=[N:24][C:23]=1[CH3:46])(=[O:21])[NH2:20]. The catalyst class is: 3.